From a dataset of CYP3A4 inhibition data for predicting drug metabolism from PubChem BioAssay. Regression/Classification. Given a drug SMILES string, predict its absorption, distribution, metabolism, or excretion properties. Task type varies by dataset: regression for continuous measurements (e.g., permeability, clearance, half-life) or binary classification for categorical outcomes (e.g., BBB penetration, CYP inhibition). Dataset: cyp3a4_veith. (1) The molecule is COCCn1c(C(=O)N2CCCC2)cc2c1C[C@H]1CN(C(=O)c3ccccc3)[C@@](Cc3ccc(OC)cc3)(C(=O)OC)[C@@H]21. The result is 1 (inhibitor). (2) The molecule is COCC(=O)N1CCC2(CC1)CN(c1ccccn1)C2. The result is 0 (non-inhibitor). (3) The drug is N#CCCn1c(=O)c(-c2cc(F)cc(F)c2)nc2cnc(Oc3ccccc3)nc21. The result is 0 (non-inhibitor). (4) The molecule is Cc1ccc(NC(=O)CSc2nnc(-c3ccncc3)o2)cc1. The result is 0 (non-inhibitor). (5) The result is 0 (non-inhibitor). The molecule is NC1=NCCCC1. (6) The molecule is CC1CN(C(NC(=O)C(C)(C)C)C(Cl)(Cl)Cl)CC(C)O1. The result is 0 (non-inhibitor).